The task is: Regression/Classification. Given a drug SMILES string, predict its absorption, distribution, metabolism, or excretion properties. Task type varies by dataset: regression for continuous measurements (e.g., permeability, clearance, half-life) or binary classification for categorical outcomes (e.g., BBB penetration, CYP inhibition). Dataset: cyp2d6_veith.. This data is from CYP2D6 inhibition data for predicting drug metabolism from PubChem BioAssay. (1) The drug is CCCCNc1ccc(C(=O)OCCOCCOCCOCCOCCOCCOCCOCCOCCOC)cc1. The result is 0 (non-inhibitor). (2) The compound is CN1C(=O)c2ccccc2Sc2ccc(C(=O)N3CCC4(CC3)OCCO4)cc21. The result is 0 (non-inhibitor). (3) The compound is COc1ccc(C2=NCC(CSc3nccc(=O)[nH]3)S2)cc1. The result is 0 (non-inhibitor). (4) The drug is Brc1ccccc1OCCOCCOc1cccc2cccnc12. The result is 0 (non-inhibitor). (5) The result is 1 (inhibitor). The molecule is COc1ccc(CNc2nc(-c3cccnc3)nc3ccccc23)c(OC)c1. (6) The compound is O=C(O)CCC(=O)N1CCN(c2ccccn2)CC1. The result is 0 (non-inhibitor).